From a dataset of Full USPTO retrosynthesis dataset with 1.9M reactions from patents (1976-2016). Predict the reactants needed to synthesize the given product. (1) The reactants are: [NH:1]1[C:9]2[C:4](=[CH:5][CH:6]=[CH:7][CH:8]=2)[C:3]([C:10]([OH:12])=O)=[N:2]1.ClC(OCC(C)C)=O.C[N:22]1CCOCC1.N. Given the product [NH:1]1[C:9]2[C:4](=[CH:5][CH:6]=[CH:7][CH:8]=2)[C:3]([C:10]([NH2:22])=[O:12])=[N:2]1, predict the reactants needed to synthesize it. (2) The reactants are: [F:1][C:2]1[CH:7]=[CH:6][C:5]([CH:8]([C:52]2[CH:57]=[CH:56][C:55]([F:58])=[CH:54][CH:53]=2)[C@@H:9]([NH:47][C:48]([O:50][CH3:51])=[O:49])[C:10]([NH:12][CH:13]2[CH2:17][C:16]([F:19])([F:18])[CH2:15][CH:14]2[CH2:20][CH2:21][C@@H:22]2[N:27]([S:28]([C:31]3[CH:36]=[CH:35][CH:34]=[CH:33][CH:32]=3)(=[O:30])=[O:29])[CH2:26][CH2:25][N:24](C(OCC3C=CC=CC=3)=O)[CH2:23]2)=[O:11])=[CH:4][CH:3]=1. Given the product [F:19][C:16]1([F:18])[CH2:17][CH:13]([NH:12][C:10](=[O:11])[C@H:9]([NH:47][C:48](=[O:49])[O:50][CH3:51])[CH:8]([C:52]2[CH:57]=[CH:56][C:55]([F:58])=[CH:54][CH:53]=2)[C:5]2[CH:4]=[CH:3][C:2]([F:1])=[CH:7][CH:6]=2)[CH:14]([CH2:20][CH2:21][C@H:22]2[CH2:23][NH:24][CH2:25][CH2:26][N:27]2[S:28]([C:31]2[CH:36]=[CH:35][CH:34]=[CH:33][CH:32]=2)(=[O:30])=[O:29])[CH2:15]1, predict the reactants needed to synthesize it. (3) Given the product [O:7]1[CH:3]=[CH:4][CH:5]=[C:6]1[CH:8]=[CH:9][C:10](=[O:19])[CH2:11][CH2:12][CH2:13][CH2:14][CH2:15][CH2:16][CH2:17][CH3:18], predict the reactants needed to synthesize it. The reactants are: OC[C:3]1[O:7][C:6]([CH:8]=[CH:9][C:10](=[O:19])[CH2:11][CH2:12][CH2:13][CH2:14][CH2:15][CH2:16][CH2:17][CH3:18])=[CH:5][CH:4]=1. (4) Given the product [F:13][C:9]1[CH:10]=[CH:11][CH:12]=[C:7]([O:6][C:5]2[CH:14]=[CH:15][C:2]([CH2:19][CH:20]([CH3:22])[CH3:21])=[CH:3][C:4]=2[O:16][CH3:17])[N:8]=1, predict the reactants needed to synthesize it. The reactants are: Br[C:2]1[CH:15]=[CH:14][C:5]([O:6][C:7]2[CH:12]=[CH:11][CH:10]=[C:9]([F:13])[N:8]=2)=[C:4]([O:16][CH3:17])[CH:3]=1.[Br-].[CH2:19]([Zn+])[CH:20]([CH3:22])[CH3:21]. (5) Given the product [Cl-:2].[C:23]1([P+:16]([C:10]2[CH:11]=[CH:12][CH:13]=[CH:14][CH:15]=2)([C:17]2[CH:22]=[CH:21][CH:20]=[CH:19][CH:18]=2)[CH2:3][C:4]2[CH:5]=[N:6][CH:7]=[CH:8][CH:9]=2)[CH:24]=[CH:25][CH:26]=[CH:27][CH:28]=1, predict the reactants needed to synthesize it. The reactants are: Cl.[Cl:2][CH2:3][C:4]1[CH:5]=[N:6][CH:7]=[CH:8][CH:9]=1.[C:10]1([P:16]([C:23]2[CH:28]=[CH:27][CH:26]=[CH:25][CH:24]=2)[C:17]2[CH:22]=[CH:21][CH:20]=[CH:19][CH:18]=2)[CH:15]=[CH:14][CH:13]=[CH:12][CH:11]=1. (6) Given the product [CH:3]1([CH2:9][O:10][C:12]2[C:13]3[N:14]([C:18]([C:22]([NH:24][CH2:25][C:26]4[CH:31]=[CH:30][C:29]([F:32])=[C:28]([F:33])[CH:27]=4)=[O:23])=[C:19]([CH3:21])[N:20]=3)[CH:15]=[CH:16][N:17]=2)[CH2:8][CH2:7][CH2:6][CH2:5][CH2:4]1, predict the reactants needed to synthesize it. The reactants are: [H-].[Na+].[CH:3]1([CH2:9][OH:10])[CH2:8][CH2:7][CH2:6][CH2:5][CH2:4]1.Cl[C:12]1[C:13]2[N:14]([C:18]([C:22]([NH:24][CH2:25][C:26]3[CH:31]=[CH:30][C:29]([F:32])=[C:28]([F:33])[CH:27]=3)=[O:23])=[C:19]([CH3:21])[N:20]=2)[CH:15]=[CH:16][N:17]=1.O. (7) Given the product [CH:1]1([C:7]2[CH:8]=[C:9]([C:19]([NH:28][N:22]3[CH2:27][CH2:26][O:25][CH2:24][CH2:23]3)=[O:20])[CH:10]=[N:11][C:12]=2[O:13][CH2:14][C:15]([F:17])([F:18])[F:16])[CH2:2][CH2:3][CH2:4][CH2:5][CH2:6]1, predict the reactants needed to synthesize it. The reactants are: [CH:1]1([C:7]2[CH:8]=[C:9]([C:19](O)=[O:20])[CH:10]=[N:11][C:12]=2[O:13][CH2:14][C:15]([F:18])([F:17])[F:16])[CH2:6][CH2:5][CH2:4][CH2:3][CH2:2]1.[N:22]1([NH2:28])[CH2:27][CH2:26][O:25][CH2:24][CH2:23]1. (8) Given the product [NH2:7][C:8]1[C:13]2[S:14][C:15]([C:17]3[C:22]([F:23])=[CH:21][C:20]([C:24]#[N:25])=[CH:19][C:18]=3[Cl:26])=[N:16][C:12]=2[CH:11]=[CH:10][N:9]=1, predict the reactants needed to synthesize it. The reactants are: C(OC(=O)[NH:7][C:8]1[C:13]2[S:14][C:15]([C:17]3[C:22]([F:23])=[CH:21][C:20]([C:24]#[N:25])=[CH:19][C:18]=3[Cl:26])=[N:16][C:12]=2[CH:11]=[CH:10][N:9]=1)(C)(C)C. (9) Given the product [CH2:15]([N:60]1[C:56](=[O:62])[CH:57]=[CH:58][C:59]1=[O:61])[CH2:16][O:17][CH2:18][CH2:19][O:20][CH2:21][CH2:22][O:23][CH2:24][CH2:25][O:26][CH2:27][CH2:28][O:29][CH2:30][CH2:31][O:32][CH2:33][C:34]#[CH:35], predict the reactants needed to synthesize it. The reactants are: N(C(OC(C)C)=O)=NC(OC(C)C)=O.[CH2:15](O)[CH2:16][O:17][CH2:18][CH2:19][O:20][CH2:21][CH2:22][O:23][CH2:24][CH2:25][O:26][CH2:27][CH2:28][O:29][CH2:30][CH2:31][O:32][CH2:33][C:34]#[CH:35].C1(P(C2C=CC=CC=2)C2C=CC=CC=2)C=CC=CC=1.[C:56]1(=[O:62])[NH:60][C:59](=[O:61])[CH:58]=[CH:57]1.